This data is from Full USPTO retrosynthesis dataset with 1.9M reactions from patents (1976-2016). The task is: Predict the reactants needed to synthesize the given product. (1) Given the product [F:23][C@@H:24]([CH2:37][CH2:38][C:39]1[CH:44]=[CH:43][CH:42]=[CH:41][CH:40]=1)[CH2:25][N:8]1[CH2:12][CH2:11][C@H:10]([S:13]([C:16]2[CH:21]=[CH:20][C:19]([OH:22])=[CH:18][CH:17]=2)(=[O:15])=[O:14])[CH2:9]1, predict the reactants needed to synthesize it. The reactants are: FC(F)(F)C(O)=O.[NH:8]1[CH2:12][CH2:11][C@H:10]([S:13]([C:16]2[CH:21]=[CH:20][C:19]([OH:22])=[CH:18][CH:17]=2)(=[O:15])=[O:14])[CH2:9]1.[F:23][CH:24]([CH2:37][CH2:38][C:39]1[CH:44]=[CH:43][CH:42]=[CH:41][CH:40]=1)[CH2:25]OS(C1C=CC(C)=CC=1)(=O)=O. (2) Given the product [Cl:26][C:6]1[N:5]=[C:4]2[C:9]([N:10]([CH2:11][C@H:12]3[CH2:17][CH2:16][C@H:15]([CH3:18])[CH2:14][CH2:13]3)[C:2]([N:29]3[CH2:30][CH2:31][O:32][CH2:33][C@@H:28]3[CH3:27])=[N:3]2)=[C:8]([C:19]2[CH:24]=[CH:23][CH:22]=[C:21]([Cl:25])[CH:20]=2)[N:7]=1, predict the reactants needed to synthesize it. The reactants are: Br[C:2]1[N:10]([CH2:11][C@H:12]2[CH2:17][CH2:16][C@H:15]([CH3:18])[CH2:14][CH2:13]2)[C:9]2[C:4](=[N:5][C:6]([Cl:26])=[N:7][C:8]=2[C:19]2[CH:24]=[CH:23][CH:22]=[C:21]([Cl:25])[CH:20]=2)[N:3]=1.[CH3:27][C@H:28]1[CH2:33][O:32][CH2:31][CH2:30][NH:29]1.[F-].[K+]. (3) Given the product [CH3:2][O:3][C:4]1[CH:5]=[C:6]([C:12]2[C:13]([CH3:25])([CH3:24])[C:14](=[O:23])[N:15]([CH:17]3[CH2:22][CH2:21][N:20]([C:35]([C:33]4[CH:32]=[CH:31][CH:30]=[C:29]5[C:34]=4[NH:26][CH:27]=[CH:28]5)=[O:36])[CH2:19][CH2:18]3)[N:16]=2)[CH:7]=[CH:8][C:9]=1[O:10][CH3:11], predict the reactants needed to synthesize it. The reactants are: Cl.[CH3:2][O:3][C:4]1[CH:5]=[C:6]([C:12]2[C:13]([CH3:25])([CH3:24])[C:14](=[O:23])[N:15]([CH:17]3[CH2:22][CH2:21][NH:20][CH2:19][CH2:18]3)[N:16]=2)[CH:7]=[CH:8][C:9]=1[O:10][CH3:11].[NH:26]1[C:34]2[C:29](=[CH:30][CH:31]=[CH:32][C:33]=2[C:35](O)=[O:36])[CH:28]=[CH:27]1. (4) Given the product [C:10]([O:9][C:7]([N:4]1[CH2:5][CH2:6][C@:2]([F:1])([C:14]([OH:16])=[O:15])[CH2:3]1)=[O:8])([CH3:13])([CH3:11])[CH3:12], predict the reactants needed to synthesize it. The reactants are: [F:1][C@:2]1([C:14]([O:16]C)=[O:15])[CH2:6][CH2:5][N:4]([C:7]([O:9][C:10]([CH3:13])([CH3:12])[CH3:11])=[O:8])[CH2:3]1.[OH-].[Na+]. (5) Given the product [NH2:11][C:5]1[CH:6]=[CH:7][C:8]([O:9][CH3:10])=[C:3]([O:2][CH3:1])[N:4]=1, predict the reactants needed to synthesize it. The reactants are: [CH3:1][O:2][C:3]1[C:8]([O:9][CH3:10])=[CH:7][CH:6]=[C:5]([N+:11]([O-])=O)[N:4]=1. (6) Given the product [Cl:3][CH2:12][C:11]1[C:6]([CH3:5])=[N:7][CH:8]=[CH:9][CH:10]=1, predict the reactants needed to synthesize it. The reactants are: S(Cl)([Cl:3])=O.[CH3:5][C:6]1[C:11]([CH2:12]O)=[CH:10][CH:9]=[CH:8][N:7]=1.C([O-])(O)=O.[Na+].